From a dataset of Full USPTO retrosynthesis dataset with 1.9M reactions from patents (1976-2016). Predict the reactants needed to synthesize the given product. (1) Given the product [C:1]12([C:11]([N:13]3[CH2:22][CH2:21][C:20]4[C:15](=[CH:16][C:17]([O:24][CH3:25])=[C:18]([O:23][CH3:26])[CH:19]=4)[CH2:14]3)=[O:12])[CH2:10][CH:5]3[CH2:4][CH:3]([CH2:9][CH:7]([CH2:6]3)[CH2:8]1)[CH2:2]2, predict the reactants needed to synthesize it. The reactants are: [C:1]12([C:11]([N:13]3[CH2:22][CH2:21][C:20]4[C:15](=[CH:16][C:17]([O:24][CH3:25])=[C:18]([OH:23])[CH:19]=4)[CH2:14]3)=[O:12])[CH2:10][CH:5]3[CH2:6][CH:7]([CH2:9][CH:3]([CH2:4]3)[CH2:2]1)[CH2:8]2.[C:26](=O)([O-])[O-].[K+].[K+].CI. (2) Given the product [N:24]1[C:25]2[CH:31]=[CH:30][CH:29]=[CH:28][C:26]=2[NH:27][C:23]=1[S:22][CH2:2][C:3]1[CH:4]=[C:5]2[C:10](=[CH:11][CH:12]=1)[N:9]=[CH:8][N:7]=[C:6]2[NH:13][C:14]1[CH:19]=[CH:18][CH:17]=[C:16]([CH3:20])[CH:15]=1, predict the reactants needed to synthesize it. The reactants are: Br[CH2:2][C:3]1[CH:4]=[C:5]2[C:10](=[CH:11][CH:12]=1)[N:9]=[CH:8][N:7]=[C:6]2[NH:13][C:14]1[CH:19]=[CH:18][CH:17]=[C:16]([CH3:20])[CH:15]=1.[Na].[SH:22][C:23]1[NH:24][C:25]2[CH:31]=[CH:30][CH:29]=[CH:28][C:26]=2[N:27]=1.